Dataset: Peptide-MHC class II binding affinity with 134,281 pairs from IEDB. Task: Regression. Given a peptide amino acid sequence and an MHC pseudo amino acid sequence, predict their binding affinity value. This is MHC class II binding data. (1) The peptide sequence is RRRVMIQSSGGKLRL. The MHC is DRB1_1101 with pseudo-sequence DRB1_1101. The binding affinity (normalized) is 0.431. (2) The peptide sequence is EEFVVAFDLPGIK. The MHC is DRB1_0401 with pseudo-sequence DRB1_0401. The binding affinity (normalized) is 0.750.